This data is from Forward reaction prediction with 1.9M reactions from USPTO patents (1976-2016). The task is: Predict the product of the given reaction. (1) The product is: [CH3:16][N:12]([CH:13]([CH3:15])[CH3:14])[C:11]1[C:2]([C:24]2[CH:25]=[N:21][NH:22][CH:23]=2)=[N:3][C:4]2[C:9]([N:10]=1)=[CH:8][C:7]([C:17]([O:19][CH3:20])=[O:18])=[CH:6][CH:5]=2. Given the reactants Cl[C:2]1[C:11]([N:12]([CH3:16])[CH:13]([CH3:15])[CH3:14])=[N:10][C:9]2[C:4](=[CH:5][CH:6]=[C:7]([C:17]([O:19][CH3:20])=[O:18])[CH:8]=2)[N:3]=1.[NH:21]1[CH:25]=[C:24](B(O)O)[CH:23]=[N:22]1.[O-]P([O-])([O-])=O.[K+].[K+].[K+], predict the reaction product. (2) Given the reactants [NH2:1][C:2]1[CH:7]=[CH:6][C:5]([N:8]2[C:13](=[O:14])[C:12]3[CH:15]=[C:16]([F:21])[C:17]([NH:19][CH3:20])=[CH:18][C:11]=3[O:10][CH2:9]2)=[CH:4][CH:3]=1.C([O:24][C:25](=O)[NH:26][S:27]([C:30]1[S:31][C:32]([Cl:35])=[CH:33][CH:34]=1)(=[O:29])=[O:28])C, predict the reaction product. The product is: [Cl:35][C:32]1[S:31][C:30]([S:27]([NH:26][C:25]([NH:1][C:2]2[CH:3]=[CH:4][C:5]([N:8]3[C:13](=[O:14])[C:12]4[CH:15]=[C:16]([F:21])[C:17]([NH:19][CH3:20])=[CH:18][C:11]=4[O:10][CH2:9]3)=[CH:6][CH:7]=2)=[O:24])(=[O:29])=[O:28])=[CH:34][CH:33]=1. (3) Given the reactants [Cl:1][C:2]1[CH:3]=[C:4]([C@H:9]2[C:18]3[C:13](=[CH:14][C:15]([I:19])=[CH:16][CH:17]=3)[C@@H:12]([NH:20][CH3:21])[CH2:11][CH2:10]2)[CH:5]=[CH:6][C:7]=1[Cl:8].[CH2:22]([OH:27])[CH2:23][CH2:24][C:25]#[CH:26].C(NCC)C, predict the reaction product. The product is: [IH:19].[Cl:1][C:2]1[CH:3]=[C:4]([C@H:9]2[C:18]3[C:13](=[CH:14][C:15]([C:26]#[C:25][CH2:24][CH2:23][CH2:22][OH:27])=[CH:16][CH:17]=3)[C@@H:12]([NH:20][CH3:21])[CH2:11][CH2:10]2)[CH:5]=[CH:6][C:7]=1[Cl:8]. (4) Given the reactants Cl[C:2]1[N:7]=[C:6]([N:8]2[C:12]3[CH:13]=[CH:14][CH:15]=[CH:16][C:11]=3[N:10]=[C:9]2[CH:17]([F:19])[F:18])[N:5]=[C:4]([N:20]2[CH2:26][C:22]3([CH2:25][O:24][CH2:23]3)[CH2:21]2)[N:3]=1.[C:27](=[O:30])([O-])[O-].[K+].[K+].CCCC[CH2:37][CH2:38][CH3:39].[CH3:40][N:41](C=O)C, predict the reaction product. The product is: [F:19][CH:17]([F:18])[C:9]1[N:8]([C:6]2[N:5]=[C:4]([N:20]3[CH2:26][C:22]4([CH2:23][O:24][CH2:25]4)[CH2:21]3)[N:3]=[C:2]([N:41]3[CH2:37][C:38]4([CH2:27][O:30][CH2:39]4)[CH2:40]3)[N:7]=2)[C:12]2[CH:13]=[CH:14][CH:15]=[CH:16][C:11]=2[N:10]=1. (5) Given the reactants [CH3:1][O:2][N:3]([CH3:27])[C:4](=[O:26])[CH2:5][CH2:6][CH2:7][CH2:8][CH2:9][N:10]1[C:22]2[C:21]3[CH:20]=[CH:19][CH:18]=[CH:17][C:16]=3[N:15]=[CH:14][C:13]=2[N:12]=[C:11]1[CH2:23][CH2:24][CH3:25].C1C=C(Cl)C=C(C(OO)=[O:36])C=1, predict the reaction product. The product is: [CH3:1][O:2][N:3]([CH3:27])[C:4](=[O:26])[CH2:5][CH2:6][CH2:7][CH2:8][CH2:9][N:10]1[C:22]2[C:21]3[CH:20]=[CH:19][CH:18]=[CH:17][C:16]=3[N+:15]([O-:36])=[CH:14][C:13]=2[N:12]=[C:11]1[CH2:23][CH2:24][CH3:25]. (6) The product is: [CH3:44][O:43][C:41]1[CH:40]=[C:36]([CH:35]=[C:34]([O:33][CH3:32])[CH:42]=1)[C:37]([NH:1][C:2]1[S:3][CH:4]=[C:5]([C:7]2[CH:8]=[C:9]3[C:13](=[CH:14][CH:15]=2)[N:12]([C:16]([O:18][C:19]([CH3:22])([CH3:21])[CH3:20])=[O:17])[CH2:11][CH2:10]3)[N:6]=1)=[O:38]. Given the reactants [NH2:1][C:2]1[S:3][CH:4]=[C:5]([C:7]2[CH:8]=[C:9]3[C:13](=[CH:14][CH:15]=2)[N:12]([C:16]([O:18][C:19]([CH3:22])([CH3:21])[CH3:20])=[O:17])[CH2:11][CH2:10]3)[N:6]=1.C(N(CC)C(C)C)(C)C.[CH3:32][O:33][C:34]1[CH:35]=[C:36]([CH:40]=[C:41]([O:43][CH3:44])[CH:42]=1)[C:37](Cl)=[O:38], predict the reaction product. (7) The product is: [Cl:1][C:2]1[CH:3]=[C:4]2[C:8](=[CH:9][C:10]=1[Cl:11])[N:7]([CH3:13])[N:6]=[C:5]2[I:12]. Given the reactants [Cl:1][C:2]1[CH:3]=[C:4]2[C:8](=[CH:9][C:10]=1[Cl:11])[NH:7][N:6]=[C:5]2[I:12].[CH3:13]C([O-])(C)C.[K+].IC, predict the reaction product.